Dataset: Forward reaction prediction with 1.9M reactions from USPTO patents (1976-2016). Task: Predict the product of the given reaction. Given the reactants Br[C:2]1[CH:3]=[CH:4][C:5]([CH3:21])=[C:6]([CH:20]=1)[CH2:7][C:8]1[S:9][C:10]([C:13]2[CH:18]=[CH:17][C:16]([F:19])=[CH:15][CH:14]=2)=[CH:11][CH:12]=1.[CH2:22]([Li])CCC.C[Si](C)(C)[O:29][CH:30]1[CH:35]([O:36][Si](C)(C)C)[CH:34]([O:41][Si](C)(C)C)[CH:33]([CH2:46][O:47][Si](C)(C)C)[O:32][C:31]1=[O:52].CS(O)(=O)=O.C(=O)(O)[O-].[Na+], predict the reaction product. The product is: [F:19][C:16]1[CH:17]=[CH:18][C:13]([C:10]2[S:9][C:8]([CH2:7][C:6]3[CH:20]=[C:2]([C:31]4([O:52][CH3:22])[C@H:30]([OH:29])[C@@H:35]([OH:36])[C@H:34]([OH:41])[C@@H:33]([CH2:46][OH:47])[O:32]4)[CH:3]=[CH:4][C:5]=3[CH3:21])=[CH:12][CH:11]=2)=[CH:14][CH:15]=1.